This data is from Full USPTO retrosynthesis dataset with 1.9M reactions from patents (1976-2016). The task is: Predict the reactants needed to synthesize the given product. (1) The reactants are: C([O:3][C:4](=[O:20])[C@@H:5]([O:18][CH3:19])[CH2:6][C:7]1[CH:12]=[CH:11][C:10]([O:13][CH2:14][C:15]([OH:17])=O)=[CH:9][CH:8]=1)C.[CH3:21][CH:22]([NH2:28])[CH2:23][CH2:24][CH2:25][CH2:26][CH3:27].C(O[C@@H](CC1C=CC(O[C@@H](C(=O)NCCC2C=CC(OC3C=CC=CC=3)=CC=2)C)=CC=1)C(O)=O)C. Given the product [CH3:19][O:18][C@@H:5]([CH2:6][C:7]1[CH:8]=[CH:9][C:10]([O:13][CH2:14][C:15](=[O:17])[NH:28][CH:22]([CH3:21])[CH2:23][CH2:24][CH2:25][CH2:26][CH3:27])=[CH:11][CH:12]=1)[C:4]([OH:3])=[O:20], predict the reactants needed to synthesize it. (2) Given the product [CH3:30][NH:29][C:28]([N:27]=[S:25]([C:22]1[CH:23]=[CH:24][C:19]([NH:18][C:2]2[N:7]=[C:6]([NH:8][C@H:9]([CH3:12])[CH2:10][OH:11])[C:5]([C:13]3[S:14][CH:15]=[CH:16][CH:17]=3)=[CH:4][N:3]=2)=[CH:20][CH:21]=1)([CH3:32])=[O:26])=[O:31], predict the reactants needed to synthesize it. The reactants are: Cl[C:2]1[N:7]=[C:6]([NH:8][C@H:9]([CH3:12])[CH2:10][OH:11])[C:5]([C:13]2[S:14][CH:15]=[CH:16][CH:17]=2)=[CH:4][N:3]=1.[NH2:18][C:19]1[CH:24]=[CH:23][C:22]([S:25]([CH3:32])(=[N:27][C:28](=[O:31])[NH:29][CH3:30])=[O:26])=[CH:21][CH:20]=1. (3) Given the product [CH:40]1([CH2:43][N:17]2[C:18]3[C:14](=[CH:13][C:12]([C:10]([N:7]4[CH2:8][CH2:9][N:4]([CH:1]([CH3:3])[CH3:2])[CH2:5][CH2:6]4)=[O:11])=[CH:20][CH:19]=3)[CH:15]=[C:16]2[C:21]([N:23]2[CH2:28][CH2:27][N:26]([S:29]([N:32]3[CH2:37][CH2:36][CH2:35][CH2:34][CH2:33]3)(=[O:31])=[O:30])[CH2:25][CH2:24]2)=[O:22])[CH2:42][CH2:41]1, predict the reactants needed to synthesize it. The reactants are: [CH:1]([N:4]1[CH2:9][CH2:8][N:7]([C:10]([C:12]2[CH:13]=[C:14]3[C:18](=[CH:19][CH:20]=2)[NH:17][C:16]([C:21]([N:23]2[CH2:28][CH2:27][N:26]([S:29]([N:32]4[CH2:37][CH2:36][CH2:35][CH2:34][CH2:33]4)(=[O:31])=[O:30])[CH2:25][CH2:24]2)=[O:22])=[CH:15]3)=[O:11])[CH2:6][CH2:5]1)([CH3:3])[CH3:2].[H-].[Na+].[CH:40]1([CH2:43]Br)[CH2:42][CH2:41]1.[Cl-].[NH4+]. (4) Given the product [S:26]([OH:29])([OH:28])(=[O:27])=[O:25].[CH2:1]([O:8][N:9]([C:11]1[N:12]=[C:13]([NH:21][CH2:22][CH2:23][CH3:24])[N:14]=[C:15]([NH:17][CH2:18][CH2:19][CH3:20])[N:16]=1)[CH3:10])[C:2]1[CH:7]=[CH:6][CH:5]=[CH:4][CH:3]=1, predict the reactants needed to synthesize it. The reactants are: [CH2:1]([O:8][N:9]([C:11]1[N:16]=[C:15]([NH:17][CH2:18][CH2:19][CH3:20])[N:14]=[C:13]([NH:21][CH2:22][CH2:23][CH3:24])[N:12]=1)[CH3:10])[C:2]1[CH:7]=[CH:6][CH:5]=[CH:4][CH:3]=1.[OH:25][S:26]([OH:29])(=[O:28])=[O:27]. (5) Given the product [OH:8][CH2:9][CH:10]1[CH2:15][CH2:14][CH2:13][N:12]([C:16]2[CH:17]=[CH:18][C:19]([CH3:37])=[C:20]([CH:36]=2)[C:21]([NH:23][C:24]2[C:25]([CH3:35])=[C:26]([CH:31]=[CH:32][C:33]=2[CH3:34])[C:27]([O:29][CH3:30])=[O:28])=[O:22])[CH2:11]1, predict the reactants needed to synthesize it. The reactants are: [Si]([O:8][CH2:9][CH:10]1[CH2:15][CH2:14][CH2:13][N:12]([C:16]2[CH:17]=[CH:18][C:19]([CH3:37])=[C:20]([CH:36]=2)[C:21]([NH:23][C:24]2[C:25]([CH3:35])=[C:26]([CH:31]=[CH:32][C:33]=2[CH3:34])[C:27]([O:29][CH3:30])=[O:28])=[O:22])[CH2:11]1)(C(C)(C)C)(C)C.[N+](CCCC)(CCCC)(CCCC)CCCC.[F-]. (6) The reactants are: [C:1]1([Mg]Br)[CH:6]=[CH:5][CH:4]=[CH:3][CH:2]=1.BrC1C=CC=CC=1.[C:16]1([B:22]([C:29]2C=C[CH:32]=[CH:31][CH:30]=2)[C:23]2[CH:28]=[CH:27][CH:26]=[CH:25][CH:24]=2)[CH:21]=[CH:20][CH:19]=[CH:18][CH:17]=1.C([Li:39])CCC. Given the product [CH2:29]([B-:22]([C:23]1[CH:28]=[CH:27][CH:26]=[CH:25][CH:24]=1)([C:16]1[CH:17]=[CH:18][CH:19]=[CH:20][CH:21]=1)[C:1]1[CH:6]=[CH:5][CH:4]=[CH:3][CH:2]=1)[CH2:30][CH2:31][CH3:32].[Li+:39], predict the reactants needed to synthesize it. (7) Given the product [CH3:1][C:2]1[CH:31]=[CH:30][C:5]([O:6][C:7]2[CH:12]=[CH:11][C:10]([N:13]([CH2:18][C@H:19]([NH:24][C:25]([CH:27]([CH3:29])[CH3:28])=[O:26])[C:20]([NH:33][OH:34])=[O:21])[S:14]([CH3:17])(=[O:16])=[O:15])=[CH:9][CH:8]=2)=[CH:4][CH:3]=1, predict the reactants needed to synthesize it. The reactants are: [CH3:1][C:2]1[CH:31]=[CH:30][C:5]([O:6][C:7]2[CH:12]=[CH:11][C:10]([N:13]([CH2:18][C@H:19]([NH:24][C:25]([CH:27]([CH3:29])[CH3:28])=[O:26])[C:20](OC)=[O:21])[S:14]([CH3:17])(=[O:16])=[O:15])=[CH:9][CH:8]=2)=[CH:4][CH:3]=1.Cl.[NH2:33][OH:34].C[O-].[Na+].Cl.